This data is from Reaction yield outcomes from USPTO patents with 853,638 reactions. The task is: Predict the reaction yield, written as a fraction of the theoretical maximum amount of product (1.0 means a 100% yield; for example, 0.34 means a 34% yield). The reactants are [I-].[NH:2]1[C:10]2[C:5](=[CH:6][CH:7]=[CH:8][CH:9]=2)[C:4]([CH2:11][P+](C2C=CC=CC=2)(C2C=CC=CC=2)C2C=CC=CC=2)=[N:3]1.[CH:31](=O)[C:32]1[CH:37]=[CH:36][CH:35]=[CH:34][CH:33]=1.C(=O)([O-])[O-].[K+].[K+].O. The catalyst is CO. The product is [C:32]1(/[CH:31]=[CH:11]/[C:4]2[C:5]3[C:10](=[CH:9][CH:8]=[CH:7][CH:6]=3)[NH:2][N:3]=2)[CH:37]=[CH:36][CH:35]=[CH:34][CH:33]=1. The yield is 0.540.